Binary Classification. Given a T-cell receptor sequence (or CDR3 region) and an epitope sequence, predict whether binding occurs between them. From a dataset of TCR-epitope binding with 47,182 pairs between 192 epitopes and 23,139 TCRs. The epitope is YLDAYNMMI. The TCR CDR3 sequence is CASSQGRWGTEAFF. Result: 0 (the TCR does not bind to the epitope).